This data is from Reaction yield outcomes from USPTO patents with 853,638 reactions. The task is: Predict the reaction yield, written as a fraction of the theoretical maximum amount of product (1.0 means a 100% yield; for example, 0.34 means a 34% yield). (1) The reactants are C(=O)([O-])[O-].[K+].[K+].Br[C:8]1[CH:9]=[C:10]2[C:14](=[CH:15][CH:16]=1)[C:13](=[O:17])[N:12]([CH:18]1[CH2:20][CH2:19]1)[CH2:11]2.CC1(C)C(C)(C)OB([C:29]2[CH:30]=[N:31][C:32]([NH2:35])=[N:33][CH:34]=2)O1. The yield is 0.460. The product is [NH2:35][C:32]1[N:33]=[CH:34][C:29]([C:8]2[CH:9]=[C:10]3[C:14](=[CH:15][CH:16]=2)[C:13](=[O:17])[N:12]([CH:18]2[CH2:20][CH2:19]2)[CH2:11]3)=[CH:30][N:31]=1. The catalyst is O.C1(C)C=CC=CC=1.C(O)C.C1C=CC([P]([Pd]([P](C2C=CC=CC=2)(C2C=CC=CC=2)C2C=CC=CC=2)([P](C2C=CC=CC=2)(C2C=CC=CC=2)C2C=CC=CC=2)[P](C2C=CC=CC=2)(C2C=CC=CC=2)C2C=CC=CC=2)(C2C=CC=CC=2)C2C=CC=CC=2)=CC=1. (2) The reactants are [Cl:1][C:2]1[CH:7]=[C:6]([N+:8]([O-])=O)[CH:5]=[C:4]([Cl:11])[C:3]=1[O:12][C:13]1[CH:18]=[CH:17][C:16]([S:19]([CH3:22])(=[O:21])=[O:20])=[CH:15][CH:14]=1. The catalyst is CCOC(C)=O.[Pd]. The product is [Cl:1][C:2]1[CH:7]=[C:6]([NH2:8])[CH:5]=[C:4]([Cl:11])[C:3]=1[O:12][C:13]1[CH:14]=[CH:15][C:16]([S:19]([CH3:22])(=[O:21])=[O:20])=[CH:17][CH:18]=1. The yield is 0.970. (3) The reactants are [NH2:1][C:2]1[CH:7]=[CH:6][CH:5]=[CH:4][C:3]=1[OH:8].[F:9][C:10]([F:25])([F:24])[C:11]1[CH:12]=[C:13]([CH:17]=[C:18]([C:20]([F:23])([F:22])[F:21])[CH:19]=1)[C:14](Cl)=[O:15].Cl.[OH-].[Na+]. The catalyst is ClCCl.N1C=CC=CC=1. The product is [F:9][C:10]([F:24])([F:25])[C:11]1[CH:12]=[C:13]([CH:17]=[C:18]([C:20]([F:23])([F:21])[F:22])[CH:19]=1)[C:14]([NH:1][C:2]1[CH:7]=[CH:6][CH:5]=[CH:4][C:3]=1[OH:8])=[O:15]. The yield is 0.736. (4) The reactants are C([Li])CCC.[CH3:6][P:7](=[O:14])([O:11][CH2:12][CH3:13])[O:8][CH2:9][CH3:10].[C:15]([O:19][C:20]([N:22]1[CH2:26][CH2:25][C@H:24]([C:27](=[O:32])N(OC)C)[CH2:23]1)=[O:21])([CH3:18])([CH3:17])[CH3:16].O. The catalyst is C1COCC1. The product is [CH2:9]([O:8][P:7]([CH2:6][C:27]([CH:24]1[CH2:25][CH2:26][N:22]([C:20]([O:19][C:15]([CH3:18])([CH3:17])[CH3:16])=[O:21])[CH2:23]1)=[O:32])([O:11][CH2:12][CH3:13])=[O:14])[CH3:10]. The yield is 0.470. (5) The reactants are [C:9](O[C:9]([O:11][C:12]([CH3:15])([CH3:14])C)=[O:10])([O:11][C:12](C)([CH3:15])[CH3:14])=[O:10].[CH2:16]([C:24]1[CH:30]=[CH:29][C:27]([NH2:28])=[CH:26][CH:25]=1)[C:17]1[CH:23]=[CH:22][C:20]([NH2:21])=[CH:19][CH:18]=1. The catalyst is CN(C=O)C.CCOC(C)=O. The product is [CH3:15][CH:12]([O:11][C:9]([NH:21][C:20]1[CH:19]=[CH:18][C:17]([CH2:16][C:24]2[CH:25]=[CH:26][C:27]([NH2:28])=[CH:29][CH:30]=2)=[CH:23][CH:22]=1)=[O:10])[CH3:14]. The yield is 0.480.